Dataset: Reaction yield outcomes from USPTO patents with 853,638 reactions. Task: Predict the reaction yield, written as a fraction of the theoretical maximum amount of product (1.0 means a 100% yield; for example, 0.34 means a 34% yield). (1) The reactants are [F:1][C:2]([F:14])([F:13])[C:3]1[C:8]2[CH2:9]C(C#N)[C:7]=2[CH:6]=[CH:5][CH:4]=1.[OH-:15].[K+].[CH2:17]([OH:19])[CH3:18]. The catalyst is O. The product is [F:1][C:2]([F:14])([F:13])[C:3]1[C:8]2[CH2:9][CH:18]([C:17]([OH:15])=[O:19])[C:7]=2[CH:6]=[CH:5][CH:4]=1. The yield is 0.830. (2) The yield is 0.723. The catalyst is C(Cl)Cl.C(O)(=O)C.O. The product is [CH3:1][O:2][C:3]1[CH:25]=[CH:24][C:6]([CH2:7][N:8]2[C:17]3[C:12](=[N:13][CH:14]=[C:15]([N:18]4[CH2:21][CH:20]([N:32]5[CH2:33][CH2:34][N:29]([CH:26]([CH3:28])[CH3:27])[CH2:30][CH2:31]5)[CH2:19]4)[CH:16]=3)[CH:11]=[CH:10][C:9]2=[O:23])=[CH:5][CH:4]=1. The reactants are [CH3:1][O:2][C:3]1[CH:25]=[CH:24][C:6]([CH2:7][N:8]2[C:17]3[C:12](=[N:13][CH:14]=[C:15]([N:18]4[CH2:21][C:20](=O)[CH2:19]4)[CH:16]=3)[CH:11]=[CH:10][C:9]2=[O:23])=[CH:5][CH:4]=1.[CH:26]([N:29]1[CH2:34][CH2:33][NH:32][CH2:31][CH2:30]1)([CH3:28])[CH3:27].[BH-](OC(C)=O)(OC(C)=O)OC(C)=O.[Na+]. (3) The reactants are N[C:2]1[S:6][C:5]([C:7]([O-:9])=[O:8])=[C:4]([I:10])[C:3]=1[C:11]#[N:12].[I:13]CI.N(OCCC[CH2:22][CH3:23])=O. The catalyst is C(#N)C. The product is [C:11]([C:3]1[C:4]([I:10])=[C:5]([C:7]([O:9][CH2:22][CH3:23])=[O:8])[S:6][C:2]=1[I:13])#[N:12]. The yield is 0.790.